Dataset: TCR-epitope binding with 47,182 pairs between 192 epitopes and 23,139 TCRs. Task: Binary Classification. Given a T-cell receptor sequence (or CDR3 region) and an epitope sequence, predict whether binding occurs between them. (1) Result: 0 (the TCR does not bind to the epitope). The TCR CDR3 sequence is CASSSQYEAFF. The epitope is KLFIRQEEV. (2) The epitope is EIYKRWII. The TCR CDR3 sequence is CASSLSGRGATEAFF. Result: 1 (the TCR binds to the epitope). (3) The epitope is LLQTGIHVRVSQPSL. The TCR CDR3 sequence is CASSSGLPNTGELFF. Result: 1 (the TCR binds to the epitope). (4) The epitope is LLALHRSYL. The TCR CDR3 sequence is CASSPGLAYEQFF. Result: 0 (the TCR does not bind to the epitope). (5) The epitope is VVYRGTTTY. The TCR CDR3 sequence is CASSQDNQQGNTEAFF. Result: 1 (the TCR binds to the epitope). (6) The epitope is YLDAYNMMI. The TCR CDR3 sequence is CASTFSGNEQFF. Result: 0 (the TCR does not bind to the epitope). (7) The epitope is GLCTLVAML. The TCR CDR3 sequence is CASSDGAGTWDTQYF. Result: 1 (the TCR binds to the epitope).